Dataset: Peptide-MHC class II binding affinity with 134,281 pairs from IEDB. Task: Regression. Given a peptide amino acid sequence and an MHC pseudo amino acid sequence, predict their binding affinity value. This is MHC class II binding data. The MHC is HLA-DQA10102-DQB10602 with pseudo-sequence HLA-DQA10102-DQB10602. The peptide sequence is PTLAFPAGVCPTIGV. The binding affinity (normalized) is 0.438.